Predict the reaction yield, written as a fraction of the theoretical maximum amount of product (1.0 means a 100% yield; for example, 0.34 means a 34% yield). From a dataset of Reaction yield outcomes from USPTO patents with 853,638 reactions. (1) The reactants are [N:1]1[C:10]2[C:5](=[CH:6][CH:7]=[CH:8][CH:9]=2)[N:4]=[CH:3][C:2]=1[C:11]1[CH:12]=[C:13]([NH2:17])[CH:14]=[CH:15][CH:16]=1.[C:18](O)(=[O:21])[CH2:19][OH:20].C(Cl)CCl.C1C=C2N=NN(O)C2=CC=1.O. The catalyst is CN(C=O)C. The product is [OH:21][CH2:18][C:19]([NH:17][C:13]1[CH:14]=[CH:15][CH:16]=[C:11]([C:2]2[CH:3]=[N:4][C:5]3[C:10](=[CH:9][CH:8]=[CH:7][CH:6]=3)[N:1]=2)[CH:12]=1)=[O:20]. The yield is 0.230. (2) The reactants are [N+:1]([C:4]1[CH:12]=[CH:11][CH:10]=[CH:9][C:5]=1[C:6](Cl)=[O:7])([O-:3])=[O:2].[NH2:13][C:14]1[CH:19]=[CH:18][C:17]([Br:20])=[CH:16][N:15]=1.N1C=CC=CC=1. The catalyst is C(Cl)Cl. The product is [Br:20][C:17]1[CH:18]=[CH:19][C:14]([NH:13][C:6]([C:5]2[CH:9]=[CH:10][CH:11]=[CH:12][C:4]=2[N+:1]([O-:3])=[O:2])=[O:7])=[N:15][CH:16]=1. The yield is 0.770. (3) The reactants are [F:1][C:2]([F:28])([F:27])[C:3]1[CH:4]=[C:5]([S:9]([CH:12]([CH:14]2[CH2:19][CH2:18][CH2:17][N:16]([C:20]([O:22][C:23]([CH3:26])([CH3:25])[CH3:24])=[O:21])[CH2:15]2)[CH3:13])(=[O:11])=[O:10])[CH:6]=[CH:7][CH:8]=1.[CH3:29][Si]([N-][Si](C)(C)C)(C)C.[Na+].CI. The catalyst is C1COCC1. The product is [CH3:13][C:12]([CH:14]1[CH2:19][CH2:18][CH2:17][N:16]([C:20]([O:22][C:23]([CH3:24])([CH3:26])[CH3:25])=[O:21])[CH2:15]1)([S:9]([C:5]1[CH:6]=[CH:7][CH:8]=[C:3]([C:2]([F:1])([F:27])[F:28])[CH:4]=1)(=[O:10])=[O:11])[CH3:29]. The yield is 0.920. (4) The reactants are Br[C:2]1[CH:10]=[CH:9][C:5]([C:6]([OH:8])=[O:7])=[C:4]([O:11][C:12]([F:15])([F:14])[F:13])[CH:3]=1.[CH:16]([B-](F)(F)F)=[CH2:17].[K+].C(=O)([O-])[O-].[K+].[K+]. The catalyst is CS(C)=O.O. The product is [F:13][C:12]([F:15])([F:14])[O:11][C:4]1[CH:3]=[C:2]([CH:16]=[CH2:17])[CH:10]=[CH:9][C:5]=1[C:6]([OH:8])=[O:7]. The yield is 0.470.